This data is from NCI-60 drug combinations with 297,098 pairs across 59 cell lines. The task is: Regression. Given two drug SMILES strings and cell line genomic features, predict the synergy score measuring deviation from expected non-interaction effect. (1) Drug 1: CC1OCC2C(O1)C(C(C(O2)OC3C4COC(=O)C4C(C5=CC6=C(C=C35)OCO6)C7=CC(=C(C(=C7)OC)O)OC)O)O. Drug 2: CC1CCC2CC(C(=CC=CC=CC(CC(C(=O)C(C(C(=CC(C(=O)CC(OC(=O)C3CCCCN3C(=O)C(=O)C1(O2)O)C(C)CC4CCC(C(C4)OC)OCCO)C)C)O)OC)C)C)C)OC. Cell line: U251. Synergy scores: CSS=51.5, Synergy_ZIP=-5.85, Synergy_Bliss=-5.10, Synergy_Loewe=0.127, Synergy_HSA=1.52. (2) Drug 1: CN1CCC(CC1)COC2=C(C=C3C(=C2)N=CN=C3NC4=C(C=C(C=C4)Br)F)OC. Drug 2: CC1=CC=C(C=C1)C2=CC(=NN2C3=CC=C(C=C3)S(=O)(=O)N)C(F)(F)F. Cell line: SK-MEL-28. Synergy scores: CSS=2.73, Synergy_ZIP=2.76, Synergy_Bliss=4.35, Synergy_Loewe=-1.96, Synergy_HSA=-0.0364. (3) Drug 1: CC(CN1CC(=O)NC(=O)C1)N2CC(=O)NC(=O)C2. Drug 2: C1C(C(OC1N2C=NC3=C(N=C(N=C32)Cl)N)CO)O. Cell line: MDA-MB-231. Synergy scores: CSS=17.6, Synergy_ZIP=-7.73, Synergy_Bliss=-1.48, Synergy_Loewe=-6.15, Synergy_HSA=0.281. (4) Drug 1: COC1=C(C=C2C(=C1)N=CN=C2NC3=CC(=C(C=C3)F)Cl)OCCCN4CCOCC4. Drug 2: C1=NC2=C(N1)C(=S)N=C(N2)N. Cell line: HS 578T. Synergy scores: CSS=33.9, Synergy_ZIP=-3.62, Synergy_Bliss=1.04, Synergy_Loewe=0.0586, Synergy_HSA=3.92. (5) Drug 1: CN(C)C1=NC(=NC(=N1)N(C)C)N(C)C. Drug 2: CC(C)(C#N)C1=CC(=CC(=C1)CN2C=NC=N2)C(C)(C)C#N. Cell line: HCC-2998. Synergy scores: CSS=1.17, Synergy_ZIP=2.51, Synergy_Bliss=1.34, Synergy_Loewe=-2.57, Synergy_HSA=-3.31. (6) Drug 1: CC1C(C(CC(O1)OC2CC(OC(C2O)C)OC3=CC4=CC5=C(C(=O)C(C(C5)C(C(=O)C(C(C)O)O)OC)OC6CC(C(C(O6)C)O)OC7CC(C(C(O7)C)O)OC8CC(C(C(O8)C)O)(C)O)C(=C4C(=C3C)O)O)O)O. Drug 2: N.N.Cl[Pt+2]Cl. Cell line: HCT116. Synergy scores: CSS=66.5, Synergy_ZIP=1.88, Synergy_Bliss=3.02, Synergy_Loewe=4.35, Synergy_HSA=5.93. (7) Drug 1: CN1CCC(CC1)COC2=C(C=C3C(=C2)N=CN=C3NC4=C(C=C(C=C4)Br)F)OC. Drug 2: C1C(C(OC1N2C=C(C(=O)NC2=O)F)CO)O. Cell line: NCI-H460. Synergy scores: CSS=52.1, Synergy_ZIP=-0.612, Synergy_Bliss=-3.44, Synergy_Loewe=-17.9, Synergy_HSA=-2.35. (8) Drug 1: CC12CCC3C(C1CCC2O)C(CC4=C3C=CC(=C4)O)CCCCCCCCCS(=O)CCCC(C(F)(F)F)(F)F. Drug 2: C1=NC2=C(N1)C(=S)N=CN2. Cell line: SF-539. Synergy scores: CSS=27.5, Synergy_ZIP=-0.164, Synergy_Bliss=-0.717, Synergy_Loewe=-16.5, Synergy_HSA=-0.442. (9) Drug 1: CS(=O)(=O)OCCCCOS(=O)(=O)C. Drug 2: CC1=C(C(=O)C2=C(C1=O)N3CC4C(C3(C2COC(=O)N)OC)N4)N. Cell line: NCI-H226. Synergy scores: CSS=18.6, Synergy_ZIP=-6.85, Synergy_Bliss=-4.44, Synergy_Loewe=-64.8, Synergy_HSA=-3.21.